From a dataset of Reaction yield outcomes from USPTO patents with 853,638 reactions. Predict the reaction yield, written as a fraction of the theoretical maximum amount of product (1.0 means a 100% yield; for example, 0.34 means a 34% yield). The reactants are [CH3:1][O:2][C:3]1[CH:4]=[C:5](B(O)O)[CH:6]=[CH:7][CH:8]=1.Br[C:13]1[CH:14]=[CH:15][C:16]([F:22])=[C:17]([N+:19]([O-:21])=[O:20])[CH:18]=1.C(=O)([O-])[O-].[Na+].[Na+]. The catalyst is C1(C)C=CC=CC=1.O.C1C=CC([P]([Pd]([P](C2C=CC=CC=2)(C2C=CC=CC=2)C2C=CC=CC=2)([P](C2C=CC=CC=2)(C2C=CC=CC=2)C2C=CC=CC=2)[P](C2C=CC=CC=2)(C2C=CC=CC=2)C2C=CC=CC=2)(C2C=CC=CC=2)C2C=CC=CC=2)=CC=1. The product is [F:22][C:16]1[CH:15]=[CH:14][C:13]([C:5]2[CH:6]=[CH:7][CH:8]=[C:3]([O:2][CH3:1])[CH:4]=2)=[CH:18][C:17]=1[N+:19]([O-:21])=[O:20]. The yield is 0.770.